This data is from Catalyst prediction with 721,799 reactions and 888 catalyst types from USPTO. The task is: Predict which catalyst facilitates the given reaction. (1) Reactant: [NH:1]1[C:9]2[C:4](=[CH:5][CH:6]=[CH:7][CH:8]=2)[C:3]([C:10](O)=[O:11])=[N:2]1.[H-].COCCO[Al+]OCCOC.[Na+].[H-].[OH-].[Na+]. Product: [NH:1]1[C:9]2[C:4](=[CH:5][CH:6]=[CH:7][CH:8]=2)[C:3]([CH2:10][OH:11])=[N:2]1. The catalyst class is: 7. (2) Reactant: [Cl:1][C:2]1[CH:3]=[CH:4][C:5]2[S:9][C:8]([CH3:10])=[CH:7][C:6]=2[CH:11]=1.C1C(=O)N([Br:19])C(=O)C1.C(OOC(=O)C1C=CC=CC=1)(=O)C1C=CC=CC=1. Product: [Br:19][CH2:10][C:8]1[S:9][C:5]2[CH:4]=[CH:3][C:2]([Cl:1])=[CH:11][C:6]=2[CH:7]=1. The catalyst class is: 53.